This data is from Peptide-MHC class II binding affinity with 134,281 pairs from IEDB. The task is: Regression. Given a peptide amino acid sequence and an MHC pseudo amino acid sequence, predict their binding affinity value. This is MHC class II binding data. The peptide sequence is FLNFLEANGLNAIDF. The MHC is DRB1_1001 with pseudo-sequence DRB1_1001. The binding affinity (normalized) is 0.785.